This data is from Forward reaction prediction with 1.9M reactions from USPTO patents (1976-2016). The task is: Predict the product of the given reaction. Given the reactants Br[CH2:2][C:3]1[CH:10]=[CH:9][C:6]([C:7]#[N:8])=[CH:5][CH:4]=1.C1(=O)[NH:15]C(=O)C2=CC=CC=C12.[K], predict the reaction product. The product is: [NH2:15][CH2:2][C:3]1[CH:10]=[CH:9][C:6]([C:7]#[N:8])=[CH:5][CH:4]=1.